This data is from Retrosynthesis with 50K atom-mapped reactions and 10 reaction types from USPTO. The task is: Predict the reactants needed to synthesize the given product. (1) Given the product COc1ccc(N(Cc2cccnc2)c2ccc(N)c(C(=O)O)c2)cc1OC1CCCC1, predict the reactants needed to synthesize it. The reactants are: COc1ccc(N(Cc2cccnc2)c2ccc([N+](=O)[O-])c(C(=O)O)c2)cc1OC1CCCC1. (2) Given the product CCCCc1oc2ccccc2c1Cc1ccc(O)cc1, predict the reactants needed to synthesize it. The reactants are: CCCCc1oc2ccccc2c1C(O)c1ccc(O)cc1. (3) The reactants are: CC(C)(CO)C(=O)O.NCCn1ccc2ncnc(Nc3ccc(Oc4cccc5sncc45)c(F)c3)c21. Given the product CC(C)(CO)C(=O)NCCn1ccc2ncnc(Nc3ccc(Oc4cccc5sncc45)c(F)c3)c21, predict the reactants needed to synthesize it. (4) Given the product CCOc1cc(C(=O)N2CCC3(CC2)CC(=O)c2cc(-c4cnn(C)c4)ccc2O3)cc(OCC)c1-c1ccc(C(=O)OC)cc1, predict the reactants needed to synthesize it. The reactants are: CCOc1cc(C(=O)O)cc(OCC)c1-c1ccc(C(=O)OC)cc1.Cn1cc(-c2ccc3c(c2)C(=O)CC2(CCNCC2)O3)cn1. (5) Given the product N#Cc1ccc2c(ccn2CCCCCB(O)O)c1, predict the reactants needed to synthesize it. The reactants are: N#Cc1ccc2[nH]ccc2c1.OB(O)CCCCCBr. (6) Given the product CC(C)n1cnc([N+](=O)[O-])c1, predict the reactants needed to synthesize it. The reactants are: CC(C)Br.O=[N+]([O-])c1c[nH]cn1. (7) Given the product O=C(Nc1ccc(C(CC2CCCC2)C(=O)Nc2nccs2)cc1)c1cccnc1, predict the reactants needed to synthesize it. The reactants are: Nc1ccc(C(CC2CCCC2)C(=O)Nc2nccs2)cc1.O=C(Cl)c1cccnc1.